From a dataset of Catalyst prediction with 721,799 reactions and 888 catalyst types from USPTO. Predict which catalyst facilitates the given reaction. (1) Reactant: [NH2:1][CH2:2][C:3]1[CH:8]=[CH:7][C:6]([CH2:9][N:10]2[CH2:15][CH2:14][N:13]([C:16]3[N:21]=[CH:20][CH:19]=[CH:18][N:17]=3)[CH2:12][CH2:11]2)=[CH:5][CH:4]=1.[C:22](Cl)(=[O:25])[CH2:23][CH3:24].C(N(CC)CC)C. Product: [N:21]1[CH:20]=[CH:19][CH:18]=[N:17][C:16]=1[N:13]1[CH2:12][CH2:11][N:10]([CH2:9][C:6]2[CH:7]=[CH:8][C:3]([CH2:2][NH:1][C:22](=[O:25])[CH2:23][CH3:24])=[CH:4][CH:5]=2)[CH2:15][CH2:14]1. The catalyst class is: 2. (2) Reactant: [CH2:1]1[C:13]2[C:12]3[CH:11]=[C:10]([C:14]([O:16][CH3:17])=[O:15])[CH:9]=[CH:8][C:7]=3[NH:6][C:5]=2[CH2:4][CH2:3][N:2]1[C:18](OC(C)(C)C)=O.C(=O)[C:26]1[CH:31]=[CH:30][CH:29]=[CH:28][CH:27]=1.C(O[BH-](OC(=O)C)OC(=O)C)(=O)C.[Na+].C(=O)(O)[O-].[Na+]. Product: [CH2:18]([N:2]1[CH2:3][CH2:4][C:5]2[NH:6][C:7]3[CH:8]=[CH:9][C:10]([C:14]([O:16][CH3:17])=[O:15])=[CH:11][C:12]=3[C:13]=2[CH2:1]1)[C:26]1[CH:31]=[CH:30][CH:29]=[CH:28][CH:27]=1. The catalyst class is: 157.